Binary Classification. Given a miRNA mature sequence and a target amino acid sequence, predict their likelihood of interaction. From a dataset of Experimentally validated miRNA-target interactions with 360,000+ pairs, plus equal number of negative samples. (1) The protein sequence of the target gene is MATPSKKTSTPSPQPSKRALPRDPSSEVPSKRKNSAPQLPLLQSSGPFVEGSIVRISMENFLTYDICEVSPGPHLNMIVGANGTGKSSIVCAICLGLAGKPAFMGRADKVGFFVKRGCSRGMVEIELFRASGNLVITREIDVAKNQSFWFINKKSTTQKIVEEKVAALNIQVGNLCQFLPQDKVGEFAKLSKIELLEATEKSIGPPEMHKYHCELKNLREKEKQLETSCKEKTEYLQKMVQRNERYKQDVERFYERKRHLDLIEMLEAKRPWVEYENVRQEYEEVKLVRDRVKEEVRKLK.... The miRNA is hsa-miR-708-3p with sequence CAACUAGACUGUGAGCUUCUAG. Result: 1 (interaction). (2) The miRNA is hsa-miR-4659b-5p with sequence UUGCCAUGUCUAAGAAGAA. The protein sequence of the target gene is MTMAKLTESMTNVLEGDSMDQDVESPVAIHQPKLPKQARDDLPRHISRDRTKRKIQRYVRKDGKCNVHHGNVRETYRYLTDIFTTLVDLKWRFNLLIFVMVYTVTWLFFGMIWWLIAYIRGDMDHIEDPSWTPCVTNLNGFVSAFLFSIETETTIGYGYRVITDKCPEGIILLLIQSVLGSIVNAFMVGCMFVKISQPKKRAETLVFSTHAVISMRDGKLCLMFRVGDLRNSHIVEASIRAKLIKSKQTSEGEFIPLNQSDINVGYYTGDDRLFLVSPLIISHEINQQSPFWEISKAQLP.... Result: 0 (no interaction). (3) The miRNA is hsa-miR-6773-5p with sequence UUGGGCCCAGGAGUAAACAGGAU. The protein sequence of the target gene is MDRVRFKASGPPLRGWLLLATVTVGLLAQSVLGGVKKLDVPCGGRDCSGGCQCYPEKGARGQPGAVGPQGYNGPPGLQGFPGLQGRKGDKGERGVPGPTGPKGDVGARGVSGFPGADGIPGHPGQGGPRGRPGYDGCNGTRGDAGPQGPSGSGGFPGLPGPQGPKGQKGEPYALSKEDRDKYRGEPGEPGLVGYQGPPGRPGPIGQMGPMGAPGRPGPPGPPGPKGQPGNRGLGFYGQKGEKGDIGQPGPNGIPSDITLVGPTTSTIHPDLYKGEKGDEGEQGIPGVISKGEEGIMGFPG.... Result: 0 (no interaction). (4) The miRNA is hsa-miR-211-5p with sequence UUCCCUUUGUCAUCCUUCGCCU. The protein sequence of the target gene is MSLGLLKFQAVGEEDEEDEEGESLDSVKALTAKLQLQTRRPSYLEWTAQVQSQAWRRAQAKPGPGGPGDICGFDSMDSALEWLRRELREMQAQDRQLAGQLLRLRAQLHRLKMDQACHLHQELLDEAELELELEPGAGLALAPLLRHLGLTRMNISARRFTLC. Result: 1 (interaction).